Dataset: NCI-60 drug combinations with 297,098 pairs across 59 cell lines. Task: Regression. Given two drug SMILES strings and cell line genomic features, predict the synergy score measuring deviation from expected non-interaction effect. (1) Drug 1: CC1C(C(CC(O1)OC2CC(CC3=C2C(=C4C(=C3O)C(=O)C5=C(C4=O)C(=CC=C5)OC)O)(C(=O)CO)O)N)O.Cl. Drug 2: CN(CCCl)CCCl.Cl. Cell line: NCI-H226. Synergy scores: CSS=18.8, Synergy_ZIP=-3.76, Synergy_Bliss=-1.68, Synergy_Loewe=-23.9, Synergy_HSA=-1.81. (2) Drug 1: CC(C1=C(C=CC(=C1Cl)F)Cl)OC2=C(N=CC(=C2)C3=CN(N=C3)C4CCNCC4)N. Drug 2: C1CCN(CC1)CCOC2=CC=C(C=C2)C(=O)C3=C(SC4=C3C=CC(=C4)O)C5=CC=C(C=C5)O. Cell line: SNB-19. Synergy scores: CSS=13.7, Synergy_ZIP=3.30, Synergy_Bliss=8.71, Synergy_Loewe=6.08, Synergy_HSA=7.77. (3) Drug 1: C1CC2CC3=C(CC1C24CN(S(=O)(=O)N4)CC(F)(F)F)C=CC(=C3)C=CCN5CCC(CC5)C(F)(F)F. Drug 2: CC1CC(C(C(C=C(C(C(C=CC=C(C(=O)NC2=CC(=O)C(=C(C1)C2=O)OC)C)OC)OC(=O)N)C)C)O)OC. Cell line: OVCAR3. Synergy scores: CSS=37.5, Synergy_ZIP=1.33, Synergy_Bliss=3.98, Synergy_Loewe=5.63, Synergy_HSA=6.50. (4) Drug 1: C1=CC(=C2C(=C1NCCNCCO)C(=O)C3=C(C=CC(=C3C2=O)O)O)NCCNCCO. Drug 2: C(CC(=O)O)C(=O)CN.Cl. Cell line: SN12C. Synergy scores: CSS=44.4, Synergy_ZIP=-1.19, Synergy_Bliss=-1.62, Synergy_Loewe=-23.6, Synergy_HSA=0.400. (5) Drug 1: CC1C(C(CC(O1)OC2CC(OC(C2O)C)OC3=CC4=CC5=C(C(=O)C(C(C5)C(C(=O)C(C(C)O)O)OC)OC6CC(C(C(O6)C)O)OC7CC(C(C(O7)C)O)OC8CC(C(C(O8)C)O)(C)O)C(=C4C(=C3C)O)O)O)O. Drug 2: CC1=C(C=C(C=C1)C(=O)NC2=CC(=CC(=C2)C(F)(F)F)N3C=C(N=C3)C)NC4=NC=CC(=N4)C5=CN=CC=C5. Cell line: HOP-92. Synergy scores: CSS=23.6, Synergy_ZIP=-3.87, Synergy_Bliss=-3.23, Synergy_Loewe=-15.7, Synergy_HSA=-3.12.